This data is from Full USPTO retrosynthesis dataset with 1.9M reactions from patents (1976-2016). The task is: Predict the reactants needed to synthesize the given product. Given the product [Cl:1][C:2]1[N:10]=[CH:9][C:8]([Cl:11])=[CH:7][C:3]=1[C:4]([NH:24][C:25]1([C:28]2[CH:37]=[CH:36][C:31]([C:32]([O:34][CH3:35])=[O:33])=[CH:30][CH:29]=2)[CH2:27][CH2:26]1)=[O:6], predict the reactants needed to synthesize it. The reactants are: [Cl:1][C:2]1[N:10]=[CH:9][C:8]([Cl:11])=[CH:7][C:3]=1[C:4]([OH:6])=O.C(N=C=NCCCN(C)C)C.Cl.[NH2:24][C:25]1([C:28]2[CH:37]=[CH:36][C:31]([C:32]([O:34][CH3:35])=[O:33])=[CH:30][CH:29]=2)[CH2:27][CH2:26]1.C(N(CC)CC)C.[NH4+].[Cl-].